This data is from Full USPTO retrosynthesis dataset with 1.9M reactions from patents (1976-2016). The task is: Predict the reactants needed to synthesize the given product. Given the product [NH2:1][C:4]1[CH:5]=[C:6]2[C:10](=[CH:11][CH:12]=1)[CH2:9][CH:8]([NH:13][C:14]([C:16]1[CH:21]=[CH:20][CH:19]=[CH:18][N:17]=1)=[O:15])[CH2:7]2, predict the reactants needed to synthesize it. The reactants are: [N+:1]([C:4]1[CH:5]=[C:6]2[C:10](=[CH:11][CH:12]=1)[CH2:9][CH:8]([NH:13][C:14]([C:16]1[CH:21]=[CH:20][CH:19]=[CH:18][N:17]=1)=[O:15])[CH2:7]2)([O-])=O.[H][H].